Dataset: Human liver microsome stability data. Task: Regression/Classification. Given a drug SMILES string, predict its absorption, distribution, metabolism, or excretion properties. Task type varies by dataset: regression for continuous measurements (e.g., permeability, clearance, half-life) or binary classification for categorical outcomes (e.g., BBB penetration, CYP inhibition). Dataset: hlm. (1) The molecule is CC(=O)c1ccc2[nH]c(C(=O)N3CC(=O)N(Cc4ccccc4)[C@@H](Cc4ccccc4)C3)cc2c1. The result is 0 (unstable in human liver microsomes). (2) The compound is CC(C)(C)OC(=O)Nc1ccc(-c2cc(C(=O)NCCc3cc(C(=O)NO)no3)no2)cc1. The result is 0 (unstable in human liver microsomes). (3) The drug is Cc1cccc(NC(=O)c2nc(C)n(-c3ccc(Cl)c(Cl)c3)c2C)n1. The result is 0 (unstable in human liver microsomes).